This data is from Catalyst prediction with 721,799 reactions and 888 catalyst types from USPTO. The task is: Predict which catalyst facilitates the given reaction. Reactant: CN(C)C=O.[OH:6][C:7]1[CH:8]=[C:9]([CH:18]=[CH:19][CH:20]=1)[C:10]([O:12][CH2:13][C:14]([F:17])([F:16])[F:15])=[O:11].[C:21]([Si:25](Cl)([CH3:27])[CH3:26])([CH3:24])([CH3:23])[CH3:22].N1C=CN=C1. Product: [O:6]([C:7]1[CH:8]=[C:9]([CH:18]=[CH:19][CH:20]=1)[C:10]([O:12][CH2:13][C:14]([F:15])([F:16])[F:17])=[O:11])[Si:25]([C:21]([CH3:24])([CH3:23])[CH3:22])([CH3:27])[CH3:26]. The catalyst class is: 6.